Dataset: Full USPTO retrosynthesis dataset with 1.9M reactions from patents (1976-2016). Task: Predict the reactants needed to synthesize the given product. Given the product [CH3:1][N:2]1[C:6]2[CH:7]=[CH:8][C:9]([N:11]3[CH:16]=[C:15]([C:17]4[NH:18][C:44](=[O:45])[O:20][N:19]=4)[C:14](=[O:21])[N:13]([CH2:22][C:23]4[CH:28]=[CH:27][CH:26]=[C:25]([C:29]([F:31])([F:32])[F:30])[C:24]=4[CH3:33])[C:12]3=[O:34])=[CH:10][C:5]=2[N:4]([CH3:35])[C:3]1=[O:36], predict the reactants needed to synthesize it. The reactants are: [CH3:1][N:2]1[C:6]2[CH:7]=[CH:8][C:9]([N:11]3[CH:16]=[C:15]([C:17](=[N:19][OH:20])[NH2:18])[C:14](=[O:21])[N:13]([CH2:22][C:23]4[CH:28]=[CH:27][CH:26]=[C:25]([C:29]([F:32])([F:31])[F:30])[C:24]=4[CH3:33])[C:12]3=[O:34])=[CH:10][C:5]=2[N:4]([CH3:35])[C:3]1=[O:36].N1C=CC=CC=1.Cl[C:44](OCC(C)C)=[O:45].